Dataset: Full USPTO retrosynthesis dataset with 1.9M reactions from patents (1976-2016). Task: Predict the reactants needed to synthesize the given product. Given the product [CH3:13][C:14]1[CH:15]=[C:16]([CH:17]2[CH2:1][O:2]2)[CH:19]=[CH:20][C:21]=1[CH3:22], predict the reactants needed to synthesize it. The reactants are: [CH3:1][O:2]S([O-])(=O)=O.C[S+](C)C.[OH-].[Na+].[CH3:13][C:14]1[CH:15]=[C:16]([CH:19]=[CH:20][C:21]=1[CH3:22])[CH:17]=O.C(Cl)Cl.